This data is from Forward reaction prediction with 1.9M reactions from USPTO patents (1976-2016). The task is: Predict the product of the given reaction. (1) Given the reactants [O:1]1[C:5]2[CH:6]=[CH:7][C:8]([C:10]3[CH:14]=[C:13]([CH:15]=O)[NH:12][N:11]=3)=[CH:9][C:4]=2[O:3][CH2:2]1.[C:17]1([NH2:24])[CH:22]=[CH:21][CH:20]=[CH:19][C:18]=1[NH2:23], predict the reaction product. The product is: [O:1]1[C:5]2[CH:6]=[CH:7][C:8]([C:10]3[CH:14]=[C:13]([C:15]4[NH:24][C:17]5[CH:22]=[CH:21][CH:20]=[CH:19][C:18]=5[N:23]=4)[NH:12][N:11]=3)=[CH:9][C:4]=2[O:3][CH2:2]1. (2) Given the reactants Cl[C:2]1[CH:7]=[C:6]([C:8]#[N:9])[CH:5]=[CH:4][N:3]=1.O.[NH2:11][NH2:12].C1COCC1, predict the reaction product. The product is: [NH:11]([C:2]1[CH:7]=[C:6]([C:8]#[N:9])[CH:5]=[CH:4][N:3]=1)[NH2:12]. (3) Given the reactants [C:1]([C:4]1[CH:5]=[C:6]([CH:9]=[CH:10][C:11]=1[OH:12])[C:7]#[N:8])(=[O:3])[CH3:2].N1C=CC=CC=1.[F:19][C:20]([F:33])([F:32])[S:21](O[S:21]([C:20]([F:33])([F:32])[F:19])(=[O:23])=[O:22])(=[O:23])=[O:22], predict the reaction product. The product is: [F:19][C:20]([F:33])([F:32])[S:21]([O:12][C:11]1[CH:10]=[CH:9][C:6]([C:7]#[N:8])=[CH:5][C:4]=1[C:1](=[O:3])[CH3:2])(=[O:23])=[O:22]. (4) Given the reactants CC([N:5]([CH:9]1[CH2:14][CH2:13][N:12]([CH2:15][C:16]2([F:30])[C:20]3=[C:21]([F:29])[CH:22]=[N:23][C:24]4[CH:25]=[CH:26][C:27](=[O:28])[N:18]([C:19]=43)[CH2:17]2)[CH2:11][CH2:10]1)C(=O)[O-])(C)C.[ClH:31].O1CCOCC1, predict the reaction product. The product is: [ClH:31].[ClH:31].[NH2:5][CH:9]1[CH2:10][CH2:11][N:12]([CH2:15][C:16]2([F:30])[C:20]3=[C:21]([F:29])[CH:22]=[N:23][C:24]4[CH:25]=[CH:26][C:27](=[O:28])[N:18]([C:19]=43)[CH2:17]2)[CH2:13][CH2:14]1. (5) Given the reactants [S:1]1[CH:5]=[C:4]([CH:6]([NH:10][C:11]2[CH:16]=[CH:15][CH:14]=[CH:13][CH:12]=2)[C:7]([OH:9])=[O:8])[C:3]2[CH:17]=[CH:18][CH:19]=[CH:20][C:2]1=2.[N:21]12[CH2:28][CH2:27][CH:24]([CH2:25][CH2:26]1)[C@@H:23](O)[CH2:22]2.C1C=CC2N(O)N=NC=2C=1.C1CCC(N=C=NC2CCCCC2)CC1, predict the reaction product. The product is: [S:1]1[CH:5]=[C:4]([CH:6]([NH:10][C:11]2[CH:16]=[CH:15][CH:14]=[CH:13][CH:12]=2)[C:7]([O:9][C@@H:23]2[CH:24]3[CH2:27][CH2:28][N:21]([CH2:26][CH2:25]3)[CH2:22]2)=[O:8])[C:3]2[CH:17]=[CH:18][CH:19]=[CH:20][C:2]1=2.